Dataset: Reaction yield outcomes from USPTO patents with 853,638 reactions. Task: Predict the reaction yield, written as a fraction of the theoretical maximum amount of product (1.0 means a 100% yield; for example, 0.34 means a 34% yield). The reactants are [CH3:1][C:2]1[N:7]=[CH:6][C:5]([CH2:8][C:9]#[N:10])=[CH:4][N:3]=1.[F:11][C:12]1([F:19])[CH2:17][CH2:16][C:15](=O)[CH2:14][CH2:13]1.CC([O-])(C)C.[K+]. The catalyst is O1CCOCC1. The product is [F:11][C:12]1([F:19])[CH2:17][CH2:16][C:15](=[C:8]([C:5]2[CH:4]=[N:3][C:2]([CH3:1])=[N:7][CH:6]=2)[C:9]#[N:10])[CH2:14][CH2:13]1. The yield is 0.235.